This data is from Forward reaction prediction with 1.9M reactions from USPTO patents (1976-2016). The task is: Predict the product of the given reaction. (1) The product is: [CH2:19]([C:18]([C:15]1[CH:16]=[CH:17][C:12]([O:11][CH2:10][C:7]2[CH:8]=[CH:9][C:4]([C:3]([OH:46])=[O:2])=[CH:5][CH:6]=2)=[C:13]([CH3:45])[CH:14]=1)([C:23]1[CH:28]=[CH:27][C:26]([CH2:29][CH2:30][C@H:31]([OH:36])[C:32]([CH3:34])([CH3:35])[CH3:33])=[C:25]([CH3:44])[CH:24]=1)[CH2:21][CH3:22])[CH3:20]. Given the reactants C[O:2][C:3](=[O:46])[C:4]1[CH:9]=[CH:8][C:7]([CH2:10][O:11][C:12]2[CH:17]=[CH:16][C:15]([C:18]([C:23]3[CH:28]=[CH:27][C:26]([CH2:29][CH2:30][C@H:31]([O:36][Si](C(C)(C)C)(C)C)[C:32]([CH3:35])([CH3:34])[CH3:33])=[C:25]([CH3:44])[CH:24]=3)([CH2:21][CH3:22])[CH2:19][CH3:20])=[CH:14][C:13]=2[CH3:45])=[CH:6][CH:5]=1.C(OCC)(=O)C, predict the reaction product. (2) Given the reactants [N+:1]([C:4]1[CH:5]=[C:6]([C:10]2[CH:18]=[CH:17][C:13]([C:14]([NH2:16])=[O:15])=[C:12]([C:19]3[CH:24]=[CH:23][C:22]([O:25][C:26]4[CH:31]=[CH:30][CH:29]=[CH:28][CH:27]=4)=[CH:21][CH:20]=3)[N:11]=2)[CH:7]=[CH:8][CH:9]=1)([O-])=O, predict the reaction product. The product is: [NH2:1][C:4]1[CH:5]=[C:6]([C:10]2[CH:18]=[CH:17][C:13]([C:14]([NH2:16])=[O:15])=[C:12]([C:19]3[CH:24]=[CH:23][C:22]([O:25][C:26]4[CH:31]=[CH:30][CH:29]=[CH:28][CH:27]=4)=[CH:21][CH:20]=3)[N:11]=2)[CH:7]=[CH:8][CH:9]=1. (3) Given the reactants [Cl:1][C:2]1[CH:3]=[N+:4]([O-:22])[CH:5]=[C:6]([Cl:21])[C:7]=1[CH2:8][C@@H:9]([C:11]1[CH:16]=[CH:15][C:14]([O:17][CH3:18])=[C:13]([O:19][CH3:20])[CH:12]=1)[OH:10].[CH:23]([C:25]1[CH:33]=[CH:32][C:28]([C:29](O)=[O:30])=[CH:27][CH:26]=1)=[O:24].Cl.CN(C)CCCN=C=NCC, predict the reaction product. The product is: [Cl:21][C:6]1[CH:5]=[N+:4]([O-:22])[CH:3]=[C:2]([Cl:1])[C:7]=1[CH2:8][C@@H:9]([C:11]1[CH:16]=[CH:15][C:14]([O:17][CH3:18])=[C:13]([O:19][CH3:20])[CH:12]=1)[O:10][C:29](=[O:30])[C:28]1[CH:32]=[CH:33][C:25]([CH:23]=[O:24])=[CH:26][CH:27]=1. (4) Given the reactants [Cl:1][C:2]1[CH:9]=[C:8]([O:10][CH2:11][CH:12]2[CH2:14][CH2:13]2)[CH:7]=[C:6]([F:15])[C:3]=1[CH2:4][OH:5].[C:16]([O:20][C:21]([N:23]1[CH2:28][CH2:27][N:26]([C:29](Cl)=[O:30])[C@H:25]([CH2:32][CH3:33])[CH2:24]1)=[O:22])([CH3:19])([CH3:18])[CH3:17], predict the reaction product. The product is: [Cl:1][C:2]1[CH:9]=[C:8]([O:10][CH2:11][CH:12]2[CH2:13][CH2:14]2)[CH:7]=[C:6]([F:15])[C:3]=1[CH2:4][O:5][C:29]([N:26]1[CH2:27][CH2:28][N:23]([C:21]([O:20][C:16]([CH3:18])([CH3:17])[CH3:19])=[O:22])[CH2:24][C@H:25]1[CH2:32][CH3:33])=[O:30]. (5) Given the reactants [N+](C1C=CC(C=O)=CC=1)([O-])=O.N1(C(OC(C)(C)C)=O)CCNCC1.C[C@H:26]1[CH2:31][N:30]([CH2:32][C:33]2[CH:38]=[CH:37][C:36]([N+:39]([O-:41])=[O:40])=[CH:35][CH:34]=2)[CH2:29][CH2:28][N:27]1[C:42]([O:44][C:45]([CH3:48])([CH3:47])[CH3:46])=[O:43], predict the reaction product. The product is: [N+:39]([C:36]1[CH:35]=[CH:34][C:33]([CH2:32][N:30]2[CH2:31][CH2:26][N:27]([C:42]([O:44][C:45]([CH3:48])([CH3:47])[CH3:46])=[O:43])[CH2:28][CH2:29]2)=[CH:38][CH:37]=1)([O-:41])=[O:40]. (6) The product is: [F:28][C:29]1[CH:34]=[CH:33][CH:32]=[CH:31][C:30]=1[C:2]1[CH:27]=[CH:26][C:5]([O:6][CH:7]2[CH2:11][CH2:10][N:9]([C:12]3[CH:17]=[CH:16][C:15]([O:18][CH2:19][CH2:20][S:21][CH3:22])=[C:14]([O:23][CH3:24])[CH:13]=3)[C:8]2=[O:25])=[CH:4][CH:3]=1. Given the reactants I[C:2]1[CH:27]=[CH:26][C:5]([O:6][CH:7]2[CH2:11][CH2:10][N:9]([C:12]3[CH:17]=[CH:16][C:15]([O:18][CH2:19][CH2:20][S:21][CH3:22])=[C:14]([O:23][CH3:24])[CH:13]=3)[C:8]2=[O:25])=[CH:4][CH:3]=1.[F:28][C:29]1[CH:34]=[CH:33][CH:32]=[CH:31][C:30]=1B(O)O, predict the reaction product.